This data is from Peptide-MHC class I binding affinity with 185,985 pairs from IEDB/IMGT. The task is: Regression. Given a peptide amino acid sequence and an MHC pseudo amino acid sequence, predict their binding affinity value. This is MHC class I binding data. (1) The peptide sequence is ATRLENIMWK. The MHC is HLA-A03:01 with pseudo-sequence HLA-A03:01. The binding affinity (normalized) is 0.654. (2) The peptide sequence is ETACLGKAY. The MHC is HLA-B07:02 with pseudo-sequence HLA-B07:02. The binding affinity (normalized) is 0.0847. (3) The peptide sequence is EARGKEKLL. The MHC is HLA-B40:01 with pseudo-sequence HLA-B40:01. The binding affinity (normalized) is 0.0847. (4) The peptide sequence is YSDNEMLTH. The MHC is HLA-A23:01 with pseudo-sequence HLA-A23:01. The binding affinity (normalized) is 0.0847. (5) The peptide sequence is AVRNAKAAV. The MHC is HLA-B48:01 with pseudo-sequence HLA-B48:01. The binding affinity (normalized) is 0.0847. (6) The peptide sequence is TPREAPYEL. The MHC is HLA-B48:01 with pseudo-sequence HLA-B48:01. The binding affinity (normalized) is 0.0847. (7) The peptide sequence is DVLPFDIKY. The MHC is HLA-A33:01 with pseudo-sequence HLA-A33:01. The binding affinity (normalized) is 0.245. (8) The peptide sequence is NMKQCTNDI. The MHC is HLA-A02:03 with pseudo-sequence HLA-A02:03. The binding affinity (normalized) is 0.616. (9) The peptide sequence is VLMLVAHYAI. The MHC is HLA-A02:17 with pseudo-sequence HLA-A02:17. The binding affinity (normalized) is 0.305.